This data is from Catalyst prediction with 721,799 reactions and 888 catalyst types from USPTO. The task is: Predict which catalyst facilitates the given reaction. Reactant: [Cl:1][C:2]1[CH:3]=[CH:4][C:5]([NH:12][C:13]2[CH:14]=[C:15]3[C:19](=[CH:20][CH:21]=2)[N:18]([C:22]2[CH:27]=[CH:26][C:25]([Cl:28])=[CH:24][CH:23]=2)[CH:17]=[CH:16]3)=[C:6]([CH:11]=1)[C:7]([O:9]C)=[O:8].[OH-].[Na+].O.Cl. Product: [Cl:1][C:2]1[CH:3]=[CH:4][C:5]([NH:12][C:13]2[CH:14]=[C:15]3[C:19](=[CH:20][CH:21]=2)[N:18]([C:22]2[CH:27]=[CH:26][C:25]([Cl:28])=[CH:24][CH:23]=2)[CH:17]=[CH:16]3)=[C:6]([CH:11]=1)[C:7]([OH:9])=[O:8]. The catalyst class is: 8.